From a dataset of Full USPTO retrosynthesis dataset with 1.9M reactions from patents (1976-2016). Predict the reactants needed to synthesize the given product. Given the product [N:17]1([CH2:23][CH2:24][O:25][C:26]2[CH:27]=[C:28]3[C:32](=[CH:33][CH:34]=2)[NH:31][C:30]([CH:35]=[C:9]2[C:8]4[C:12](=[CH:13][CH:14]=[CH:15][C:7]=4[C:4]4[CH:5]=[CH:6][N:1]=[CH:2][CH:3]=4)[NH:11][C:10]2=[O:16])=[CH:29]3)[CH2:18][CH2:19][O:20][CH2:21][CH2:22]1, predict the reactants needed to synthesize it. The reactants are: [N:1]1[CH:6]=[CH:5][C:4]([C:7]2[CH:15]=[CH:14][CH:13]=[C:12]3[C:8]=2[CH2:9][C:10](=[O:16])[NH:11]3)=[CH:3][CH:2]=1.[N:17]1([CH2:23][CH2:24][O:25][C:26]2[CH:27]=[C:28]3[C:32](=[CH:33][CH:34]=2)[NH:31][C:30]([CH:35]=O)=[CH:29]3)[CH2:22][CH2:21][O:20][CH2:19][CH2:18]1.